This data is from Reaction yield outcomes from USPTO patents with 853,638 reactions. The task is: Predict the reaction yield, written as a fraction of the theoretical maximum amount of product (1.0 means a 100% yield; for example, 0.34 means a 34% yield). (1) The reactants are [CH3:1][O:2][C:3]([C@@H:5]1[CH2:10][CH2:9][C@H:8](Br)[C@H:7]([OH:12])[CH2:6]1)=[O:4].[N-:13]=[N+:14]=[N-:15].[Na+]. The catalyst is CN(C=O)C. The product is [CH3:1][O:2][C:3]([C@@H:5]1[CH2:10][CH2:9][C@@H:8]([N:13]=[N+:14]=[N-:15])[C@H:7]([OH:12])[CH2:6]1)=[O:4]. The yield is 0.420. (2) The reactants are Br[C:2]1[N:7]=[CH:6][C:5]2[N:8]=[C:9]([C:13]3[C:14]([NH2:18])=[N:15][O:16][N:17]=3)[N:10]([CH2:11][CH3:12])[C:4]=2[CH:3]=1.NC1C=CC=CC=1.[OH:26][C:27]1[CH:28]=[C:29]([C:33](=[O:45])[CH2:34][CH2:35][C:36]([N:38]2[CH2:43][CH2:42][N:41]([CH3:44])[CH2:40][CH2:39]2)=[O:37])[CH:30]=[CH:31][CH:32]=1.N1C2C(=CC=C3C=2N=CC=C3)C=CC=1.C([O-])([O-])=O.[Cs+].[Cs+]. The catalyst is C1(C)C=CC=CC=1.COCCOC.CO.[Cu]I.CS(C)=O. The product is [NH2:18][C:14]1[C:13]([C:9]2[N:10]([CH2:11][CH3:12])[C:4]3[CH:3]=[C:2]([O:26][C:27]4[CH:28]=[C:29]([C:33](=[O:45])[CH2:34][CH2:35][C:36]([N:38]5[CH2:43][CH2:42][N:41]([CH3:44])[CH2:40][CH2:39]5)=[O:37])[CH:30]=[CH:31][CH:32]=4)[N:7]=[CH:6][C:5]=3[N:8]=2)=[N:17][O:16][N:15]=1. The yield is 0.0500. (3) The reactants are [N+:1]([C:4]1[CH:9]=[C:8]([C:10]([CH3:13])([CH3:12])[CH3:11])[CH:7]=[C:6]([N+:14]([O-])=O)[C:5]=1[S:17][CH2:18][CH2:19][NH:20][C:21]([O:23][C:24]([CH3:27])([CH3:26])[CH3:25])=[O:22])([O-])=O.C([O-])(=O)C.[Na+]. The yield is 0.930. The catalyst is CCO. The product is [NH2:14][C:6]1[CH:7]=[C:8]([C:10]([CH3:13])([CH3:12])[CH3:11])[CH:9]=[C:4]([NH2:1])[C:5]=1[S:17][CH2:18][CH2:19][NH:20][C:21]([O:23][C:24]([CH3:27])([CH3:26])[CH3:25])=[O:22].